This data is from Full USPTO retrosynthesis dataset with 1.9M reactions from patents (1976-2016). The task is: Predict the reactants needed to synthesize the given product. The reactants are: [F:1][C:2]1[CH:3]=[C:4]([CH2:9][C@@H:10]([C:25]2[C:30]([C:31]3[CH:32]=[C:33]([CH:37]=[CH:38][CH:39]=3)[C:34]([NH2:36])=[O:35])=[CH:29][CH:28]=[CH:27][N:26]=2)[NH:11][C:12](=[O:24])[CH2:13][C:14]2[C:22]3[C:17](=[CH:18]C=[C:20](F)[CH:21]=3)[NH:16][CH:15]=2)[CH:5]=[C:6]([F:8])[CH:7]=1.[F:40][C:41]([F:46])([F:45])[C:42](O)=O.N[C@H](C1C(C2C=C(C=CC=2)C(N)=O)=CC=CN=1)CC1C=C(F)C=C(F)C=1.FC(F)(F)C1C=C2C(C(CC(O)=O)=CN2)=CC=1. Given the product [F:8][C:6]1[CH:5]=[C:4]([CH2:9][C@@H:10]([C:25]2[C:30]([C:31]3[CH:32]=[C:33]([CH:37]=[CH:38][CH:39]=3)[C:34]([NH2:36])=[O:35])=[CH:29][CH:28]=[CH:27][N:26]=2)[NH:11][C:12](=[O:24])[CH2:13][C:14]2[C:22]3[C:17](=[CH:18][C:42]([C:41]([F:46])([F:45])[F:40])=[CH:20][CH:21]=3)[NH:16][CH:15]=2)[CH:3]=[C:2]([F:1])[CH:7]=1, predict the reactants needed to synthesize it.